Dataset: Full USPTO retrosynthesis dataset with 1.9M reactions from patents (1976-2016). Task: Predict the reactants needed to synthesize the given product. (1) Given the product [C@@H:1]12[CH2:7][C@@H:4]([CH2:5][CH2:6]1)[CH2:3][C@@H:2]2[NH:8][C:9]1[S:10][C:11]([C:25]([OH:26])([CH3:27])[CH3:24])([CH3:15])[C:12](=[O:14])[N:13]=1, predict the reactants needed to synthesize it. The reactants are: [C@@H:1]12[CH2:7][C@@H:4]([CH2:5][CH2:6]1)[CH2:3][C@@H:2]2[NH:8][C:9]1[S:10][CH:11]([CH3:15])[C:12](=[O:14])[N:13]=1.[Li+].CC([N-]C(C)C)C.[CH3:24][C:25]([CH3:27])=[O:26]. (2) Given the product [CH3:19][N:16]1[CH2:15][CH2:14][N:13]([C:3]([C:7]2[CH:12]=[CH:11][CH:10]=[CH:9][N:8]=2)([CH3:1])[C:4]([O:6][CH2:33][CH3:34])=[O:5])[CH2:18][CH2:17]1, predict the reactants needed to synthesize it. The reactants are: [CH2:1]([C:3]([N:13]1[CH2:18][CH2:17][N:16]([CH3:19])[CH2:15][CH2:14]1)([C:7]1[CH:12]=[CH:11][CH:10]=[CH:9][N:8]=1)[C:4]([O-:6])=[O:5])C.[Li+].C[Si]([N-][Si](C)(C)C)(C)C.CI.O.[CH2:33]1COC[CH2:34]1. (3) Given the product [CH:26]1([CH2:23]/[CH:24]=[CH:25]/[C:2]2[CH:14]=[CH:13][C:5]([C:6]([O:8][C:9]([CH3:12])([CH3:11])[CH3:10])=[O:7])=[C:4]([NH:15][C:16]3[CH:21]=[CH:20][C:19]([F:22])=[CH:18][CH:17]=3)[CH:3]=2)[CH2:31][CH2:30][CH2:29][CH2:28][CH2:27]1, predict the reactants needed to synthesize it. The reactants are: Br[C:2]1[CH:14]=[CH:13][C:5]([C:6]([O:8][C:9]([CH3:12])([CH3:11])[CH3:10])=[O:7])=[C:4]([NH:15][C:16]2[CH:21]=[CH:20][C:19]([F:22])=[CH:18][CH:17]=2)[CH:3]=1.[CH2:23]([CH:26]1[CH2:31][CH2:30][CH2:29][CH2:28][CH2:27]1)[CH:24]=[CH2:25].C(=O)([O-])[O-].[Cs+].[Cs+]. (4) Given the product [C:18]([C:10]1[C:11]2[C:16](=[CH:15][CH:14]=[C:13]([Cl:17])[CH:12]=2)[N:8]([CH2:7][C:6]([OH:21])=[O:5])[CH:9]=1)(=[O:20])[NH2:19], predict the reactants needed to synthesize it. The reactants are: C([O:5][C:6](=[O:21])[CH2:7][N:8]1[C:16]2[C:11](=[CH:12][C:13]([Cl:17])=[CH:14][CH:15]=2)[C:10]([C:18](=[O:20])[NH2:19])=[CH:9]1)(C)(C)C.C(O)(C(F)(F)F)=O.CO. (5) Given the product [F:1][C:2]1[CH:7]=[CH:6][C:5]([CH:8]2[CH2:13][CH2:12][N:11]([C:14]([C:16]3[C:17]([NH:27][C:28]4[CH:33]=[CH:32][CH:31]=[CH:30][C:29]=4[CH3:34])=[C:18]([CH3:26])[C:19]([S:22]([NH:42][C:40]4[S:39][N:38]=[C:37]([CH3:36])[CH:41]=4)(=[O:25])=[O:23])=[N:20][CH:21]=3)=[O:15])[CH2:10][CH2:9]2)=[CH:4][CH:3]=1, predict the reactants needed to synthesize it. The reactants are: [F:1][C:2]1[CH:7]=[CH:6][C:5]([CH:8]2[CH2:13][CH2:12][N:11]([C:14]([C:16]3[C:17]([NH:27][C:28]4[CH:33]=[CH:32][CH:31]=[CH:30][C:29]=4[CH3:34])=[C:18]([CH3:26])[C:19]([S:22]([OH:25])(=O)=[O:23])=[N:20][CH:21]=3)=[O:15])[CH2:10][CH2:9]2)=[CH:4][CH:3]=1.Cl.[CH3:36][C:37]1[CH:41]=[C:40]([NH2:42])[S:39][N:38]=1. (6) Given the product [CH2:33]([C:32]1[N:36]2[N:37]=[C:38]([N:48]3[CH2:53][CH2:52][O:51][CH2:50][CH2:49]3)[CH:39]=[C:40]([C:42]3[CH:47]=[CH:46][CH:45]=[CH:44][CH:43]=3)[C:41]2=[C:2]([C:3]([O:5][CH2:6][CH3:7])=[O:4])[C:1]=1[C:8]([O:10][CH2:11][CH3:12])=[O:9])[CH:34]=[CH2:35], predict the reactants needed to synthesize it. The reactants are: [C:1]([C:8]([O:10][CH2:11][CH3:12])=[O:9])#[C:2][C:3]([O:5][CH2:6][CH3:7])=[O:4].CCCC[N+](CCCC)(CCCC)CCCC.[F-].[Br-].[CH2:32]([N+:36]1[CH:41]=[C:40]([C:42]2[CH:47]=[CH:46][CH:45]=[CH:44][CH:43]=2)[CH:39]=[C:38]([N:48]2[CH2:53][CH2:52][O:51][CH2:50][CH2:49]2)[N:37]=1)[CH2:33][CH:34]=[CH2:35].